From a dataset of NCI-60 drug combinations with 297,098 pairs across 59 cell lines. Regression. Given two drug SMILES strings and cell line genomic features, predict the synergy score measuring deviation from expected non-interaction effect. (1) Drug 1: CC1=CC2C(CCC3(C2CCC3(C(=O)C)OC(=O)C)C)C4(C1=CC(=O)CC4)C. Drug 2: C1=CC(=CC=C1C#N)C(C2=CC=C(C=C2)C#N)N3C=NC=N3. Cell line: SNB-19. Synergy scores: CSS=-11.3, Synergy_ZIP=3.79, Synergy_Bliss=-4.21, Synergy_Loewe=-12.7, Synergy_HSA=-12.4. (2) Drug 1: C1=CC(=CC=C1C#N)C(C2=CC=C(C=C2)C#N)N3C=NC=N3. Drug 2: CC1=C(C=C(C=C1)NC(=O)C2=CC=C(C=C2)CN3CCN(CC3)C)NC4=NC=CC(=N4)C5=CN=CC=C5. Cell line: UACC-257. Synergy scores: CSS=0.280, Synergy_ZIP=0.498, Synergy_Bliss=3.19, Synergy_Loewe=2.56, Synergy_HSA=1.90. (3) Drug 1: C1CCN(CC1)CCOC2=CC=C(C=C2)C(=O)C3=C(SC4=C3C=CC(=C4)O)C5=CC=C(C=C5)O. Drug 2: CC1C(C(CC(O1)OC2CC(OC(C2O)C)OC3=CC4=CC5=C(C(=O)C(C(C5)C(C(=O)C(C(C)O)O)OC)OC6CC(C(C(O6)C)O)OC7CC(C(C(O7)C)O)OC8CC(C(C(O8)C)O)(C)O)C(=C4C(=C3C)O)O)O)O. Cell line: 786-0. Synergy scores: CSS=30.6, Synergy_ZIP=-1.94, Synergy_Bliss=-0.440, Synergy_Loewe=-24.1, Synergy_HSA=-0.969. (4) Drug 1: CS(=O)(=O)C1=CC(=C(C=C1)C(=O)NC2=CC(=C(C=C2)Cl)C3=CC=CC=N3)Cl. Drug 2: CC1C(C(CC(O1)OC2CC(OC(C2O)C)OC3=CC4=CC5=C(C(=O)C(C(C5)C(C(=O)C(C(C)O)O)OC)OC6CC(C(C(O6)C)O)OC7CC(C(C(O7)C)O)OC8CC(C(C(O8)C)O)(C)O)C(=C4C(=C3C)O)O)O)O. Cell line: NCI-H522. Synergy scores: CSS=39.2, Synergy_ZIP=18.6, Synergy_Bliss=21.0, Synergy_Loewe=20.8, Synergy_HSA=20.5. (5) Drug 1: C1CCC(CC1)NC(=O)N(CCCl)N=O. Drug 2: CCN(CC)CCCC(C)NC1=C2C=C(C=CC2=NC3=C1C=CC(=C3)Cl)OC. Cell line: DU-145. Synergy scores: CSS=23.6, Synergy_ZIP=-4.25, Synergy_Bliss=-0.493, Synergy_Loewe=-6.21, Synergy_HSA=-1.00. (6) Drug 1: CC1OCC2C(O1)C(C(C(O2)OC3C4COC(=O)C4C(C5=CC6=C(C=C35)OCO6)C7=CC(=C(C(=C7)OC)O)OC)O)O. Drug 2: C1CC(C1)(C(=O)O)C(=O)O.[NH2-].[NH2-].[Pt+2]. Cell line: SR. Synergy scores: CSS=74.2, Synergy_ZIP=-3.01, Synergy_Bliss=-3.00, Synergy_Loewe=-3.53, Synergy_HSA=-0.673. (7) Drug 1: CC1=C(C=C(C=C1)NC(=O)C2=CC=C(C=C2)CN3CCN(CC3)C)NC4=NC=CC(=N4)C5=CN=CC=C5. Drug 2: CC(C)CN1C=NC2=C1C3=CC=CC=C3N=C2N. Cell line: PC-3. Synergy scores: CSS=0.931, Synergy_ZIP=5.83, Synergy_Bliss=0.646, Synergy_Loewe=2.33, Synergy_HSA=0.817. (8) Drug 1: CC1CCC2CC(C(=CC=CC=CC(CC(C(=O)C(C(C(=CC(C(=O)CC(OC(=O)C3CCCCN3C(=O)C(=O)C1(O2)O)C(C)CC4CCC(C(C4)OC)O)C)C)O)OC)C)C)C)OC. Drug 2: C#CCC(CC1=CN=C2C(=N1)C(=NC(=N2)N)N)C3=CC=C(C=C3)C(=O)NC(CCC(=O)O)C(=O)O. Cell line: NCI-H226. Synergy scores: CSS=62.0, Synergy_ZIP=0.276, Synergy_Bliss=-2.45, Synergy_Loewe=-17.6, Synergy_HSA=-2.49.